Dataset: M1 muscarinic receptor antagonist screen with 61,756 compounds. Task: Binary Classification. Given a drug SMILES string, predict its activity (active/inactive) in a high-throughput screening assay against a specified biological target. (1) The compound is S(c1n(CCc2ccccc2)c(=O)c2cc(N3CCOCC3)ccc2n1)CC(=O)NCCCOC. The result is 0 (inactive). (2) The drug is O=C(N(Cc1cc2c([nH]c1=O)cccc2)c1c(OC)cccc1)CCC. The result is 0 (inactive). (3) The drug is Brc1ccc(C(=O)CSC=2NC3=C(C(C2C#N)c2occc2)C(=O)CCC3)cc1. The result is 0 (inactive). (4) The molecule is Clc1cc(c(OCCCC(=O)N2CCN(CC2)C(=O)c2occc2)cc1)C. The result is 0 (inactive).